This data is from Full USPTO retrosynthesis dataset with 1.9M reactions from patents (1976-2016). The task is: Predict the reactants needed to synthesize the given product. Given the product [F:1][C:2]1[CH:3]=[C:4]([CH:18]=[C:19]([F:21])[CH:20]=1)[CH2:5][NH:6][C:7]([C:9]1[N:10]=[C:11]([C:11]2[NH:12][C:13]([CH2:14][CH2:15][CH3:16])=[C:9]([C:7]([NH:6][CH2:5][C:4]3[CH:18]=[C:19]([F:21])[CH:20]=[C:2]([F:1])[CH:3]=3)=[O:8])[N:10]=2)[NH:12][C:13]=1[CH2:14][CH2:15][CH3:16])=[O:8], predict the reactants needed to synthesize it. The reactants are: [F:1][C:2]1[CH:3]=[C:4]([CH:18]=[C:19]([F:21])[CH:20]=1)[CH2:5][NH:6][C:7]([C:9]1[N:10]=[C:11](I)[NH:12][C:13]=1[CH2:14][CH2:15][CH3:16])=[O:8].